This data is from Full USPTO retrosynthesis dataset with 1.9M reactions from patents (1976-2016). The task is: Predict the reactants needed to synthesize the given product. (1) Given the product [Cl:23][C:20]1[CH:21]=[CH:22][C:17]([NH:16][C:14](=[O:15])[C:13]2[CH:24]=[CH:25][CH:26]=[CH:27][CH:12]=2)=[N:18][CH:19]=1, predict the reactants needed to synthesize it. The reactants are: C(C1C=CC(C(N[C:12]2[CH:27]=[CH:26][CH:25]=[CH:24][C:13]=2[C:14]([NH:16][C:17]2[CH:22]=[CH:21][C:20]([Cl:23])=[CH:19][N:18]=2)=[O:15])=O)=C(OC2CCNCC2)C=1)(C)(C)C.N=C=N.C(Cl)(Cl)Cl. (2) Given the product [C:13]([OH:20])(=[O:19])/[CH:14]=[CH:15]\[C:16]([OH:18])=[O:17].[C:13]([OH:20])(=[O:19])/[CH:14]=[CH:15]\[C:16]([OH:18])=[O:17].[NH:1]1[C:9]2[C:4](=[CH:5][CH:6]=[CH:7][CH:8]=2)[CH:3]=[C:2]1[C:10]([NH2:12])=[O:11], predict the reactants needed to synthesize it. The reactants are: [NH:1]1[C:9]2[C:4](=[CH:5][CH:6]=[CH:7][CH:8]=2)[CH:3]=[C:2]1[C:10]([NH2:12])=[O:11].[C:13]([OH:20])(=[O:19])/[CH:14]=[CH:15]\[C:16]([OH:18])=[O:17]. (3) Given the product [C:1]([C:5]1[N:10]=[CH:9][C:8]([C:11]2[N:12]([C:32]([N:34]3[CH2:39][CH2:38][CH:37]([CH2:40][C:41]([NH:56][C@@H:53]([C:47]4[CH:52]=[CH:51][CH:50]=[CH:49][CH:48]=4)[CH2:54][CH3:55])=[O:43])[CH2:36][CH2:35]3)=[O:33])[C@@:13]([C:25]3[CH:26]=[CH:27][C:28]([Cl:31])=[CH:29][CH:30]=3)([CH3:24])[C@@:14]([C:17]3[CH:18]=[CH:19][C:20]([Cl:23])=[CH:21][CH:22]=3)([CH3:16])[N:15]=2)=[C:7]([O:44][CH2:45][CH3:46])[CH:6]=1)([CH3:3])([CH3:2])[CH3:4], predict the reactants needed to synthesize it. The reactants are: [C:1]([C:5]1[N:10]=[CH:9][C:8]([C:11]2[N:12]([C:32]([N:34]3[CH2:39][CH2:38][CH:37]([CH2:40][C:41]([OH:43])=O)[CH2:36][CH2:35]3)=[O:33])[C@@:13]([C:25]3[CH:30]=[CH:29][C:28]([Cl:31])=[CH:27][CH:26]=3)([CH3:24])[C@@:14]([C:17]3[CH:22]=[CH:21][C:20]([Cl:23])=[CH:19][CH:18]=3)([CH3:16])[N:15]=2)=[C:7]([O:44][CH2:45][CH3:46])[CH:6]=1)([CH3:4])([CH3:3])[CH3:2].[C:47]1([C@H:53]([NH2:56])[CH2:54][CH3:55])[CH:52]=[CH:51][CH:50]=[CH:49][CH:48]=1. (4) Given the product [NH2:23][C:14]([C@H:11]1[CH2:12][CH2:13][C@H:9]([NH:8][C:6](=[O:7])[O:5][C:1]([CH3:4])([CH3:3])[CH3:2])[CH2:10]1)=[O:16], predict the reactants needed to synthesize it. The reactants are: [C:1]([O:5][C:6]([NH:8][C@H:9]1[CH2:13][CH2:12][C@H:11]([C:14]([OH:16])=O)[CH2:10]1)=[O:7])([CH3:4])([CH3:3])[CH3:2].C1C=CC2N(O)N=[N:23]C=2C=1.C(Cl)CCl.[OH-].[NH4+]. (5) Given the product [F:16][C:4]1[CH:3]=[C:2]([C:24](=[O:30])[CH2:25][CH2:26][CH2:27][CH2:28][CH3:29])[CH:7]=[C:6]([CH3:8])[C:5]=1[NH:9][C:10](=[O:15])[C:11]([CH3:14])([CH3:13])[CH3:12], predict the reactants needed to synthesize it. The reactants are: Br[C:2]1[CH:7]=[C:6]([CH3:8])[C:5]([NH:9][C:10](=[O:15])[C:11]([CH3:14])([CH3:13])[CH3:12])=[C:4]([F:16])[CH:3]=1.C([Li])CCC.CN(C)[C:24](=[O:30])[CH2:25][CH2:26][CH2:27][CH2:28][CH3:29]. (6) Given the product [O:16]=[C:13]1[C:9]2[C:8](=[C:7]3[C:12](=[CH:11][CH:10]=2)[CH:3]([CH2:2][O:1][S:23]([C:20]2[CH:21]=[CH:22][C:17]([CH3:27])=[CH:18][CH:19]=2)(=[O:25])=[O:24])[O:4][CH2:5][CH2:6]3)[CH2:15][O:14]1, predict the reactants needed to synthesize it. The reactants are: [OH:1][CH2:2][CH:3]1[C:12]2[C:7](=[C:8]3[CH2:15][O:14][C:13](=[O:16])[C:9]3=[CH:10][CH:11]=2)[CH2:6][CH2:5][O:4]1.[C:17]1([CH3:27])[CH:22]=[CH:21][C:20]([S:23](Cl)(=[O:25])=[O:24])=[CH:19][CH:18]=1.N1C=CC=CC=1. (7) The reactants are: [CH:1]12[CH2:10][CH:5]3[CH2:6][CH:7]([CH2:9][CH:3]([CH2:4]3)[CH:2]1[N:11]1[C:14](=[O:15])[C:13]([CH3:17])([CH3:16])[NH:12]1)[CH2:8]2.[Cl:18][C:19]1[C:26]([Cl:27])=[CH:25][CH:24]=[CH:23][C:20]=1[CH2:21]Br. Given the product [Cl:18][C:19]1[C:26]([Cl:27])=[CH:25][CH:24]=[CH:23][C:20]=1[CH2:21][N:12]1[C:13]([CH3:17])([CH3:16])[C:14](=[O:15])[N:11]1[CH:2]1[CH:3]2[CH2:4][CH:5]3[CH2:6][CH:7]([CH2:8][CH:1]1[CH2:10]3)[CH2:9]2, predict the reactants needed to synthesize it. (8) Given the product [F:29][C:26]([F:28])([F:27])[C:21]([C:17]1[CH:16]=[C:15]2[C:20](=[CH:19][CH:18]=1)[N:11]([S:8]([C:5]1[CH:4]=[CH:3][C:2]([F:1])=[CH:7][CH:6]=1)(=[O:9])=[O:10])[C@H:12]([CH2:31][C:32]1[O:33][C:36]([C:37]3[CH:42]=[CH:41][N:40]=[CH:39][CH:38]=3)=[N:35][N:34]=1)[CH2:13][CH2:14]2)([OH:30])[C:22]([F:24])([F:25])[F:23].[C:44]([OH:50])([C:46]([F:49])([F:48])[F:47])=[O:45], predict the reactants needed to synthesize it. The reactants are: [F:1][C:2]1[CH:7]=[CH:6][C:5]([S:8]([N:11]2[C:20]3[C:15](=[CH:16][C:17]([C:21]([OH:30])([C:26]([F:29])([F:28])[F:27])[C:22]([F:25])([F:24])[F:23])=[CH:18][CH:19]=3)[CH2:14][CH2:13][C@H:12]2[CH2:31][C:32]([NH:34][NH:35][C:36](=O)[C:37]2[CH:42]=[CH:41][N:40]=[CH:39][CH:38]=2)=[O:33])(=[O:10])=[O:9])=[CH:4][CH:3]=1.[C:44]([OH:50])([C:46]([F:49])([F:48])[F:47])=[O:45].CCN(C(C)C)C(C)C.S(Cl)(C1C=CC(C)=CC=1)(=O)=O.